Dataset: Reaction yield outcomes from USPTO patents with 853,638 reactions. Task: Predict the reaction yield, written as a fraction of the theoretical maximum amount of product (1.0 means a 100% yield; for example, 0.34 means a 34% yield). (1) The reactants are [NH2:1][C:2]1[CH:7]=[CH:6][CH:5]=[C:4]([NH2:8])[N:3]=1.[C:9]([O-])([O-])=O.[K+].[K+].CI.O. The catalyst is C1COCC1. The product is [CH3:9][NH:1][C:2]1[CH:7]=[CH:6][CH:5]=[C:4]([NH2:8])[N:3]=1. The yield is 0.100. (2) The reactants are [CH:1]1([O:6][C:7]2[CH:14]=[CH:13][C:10]([CH:11]=[O:12])=[C:9]([OH:15])[CH:8]=2)[CH2:5][CH2:4][CH2:3][CH2:2]1.N1C=CC=CC=1.[O:22](S(C(F)(F)F)(=O)=O)[S:23]([C:26]([F:29])([F:28])[F:27])(=O)=[O:24].Cl. The catalyst is ClCCl. The product is [F:27][C:26]([F:29])([F:28])[S:23]([O:15][C:9]1[CH:8]=[C:7]([O:6][CH:1]2[CH2:2][CH2:3][CH2:4][CH2:5]2)[CH:14]=[CH:13][C:10]=1[CH:11]=[O:12])(=[O:24])=[O:22]. The yield is 0.640. (3) The reactants are Br[C:2]1[CH:3]=[C:4]([NH:8][C:9](=[O:15])[O:10][C:11]([CH3:14])([CH3:13])[CH3:12])[CH:5]=[N:6][CH:7]=1.[CH3:16][Sn:17]([CH3:23])([CH3:22])[Sn:17]([CH3:23])([CH3:22])[CH3:16]. No catalyst specified. The product is [CH3:16][Sn:17]([CH3:23])([CH3:22])[C:2]1[CH:3]=[C:4]([NH:8][C:9](=[O:15])[O:10][C:11]([CH3:14])([CH3:13])[CH3:12])[CH:5]=[N:6][CH:7]=1. The yield is 0.830. (4) The reactants are C(N1C=CN=C1)(N1C=CN=C1)=O.[N+:13]([C:16]1[CH:21]=[CH:20][C:19]([CH2:22][C:23]([OH:25])=O)=[CH:18][CH:17]=1)([O-:15])=[O:14].[CH2:26]([O:28][C:29](=[O:34])[CH2:30]C(O)=O)[CH3:27]. The catalyst is O1CCCC1.C(OCC)(=O)C. The product is [N+:13]([C:16]1[CH:17]=[CH:18][C:19]([CH2:22][C:23](=[O:25])[CH2:30][C:29]([O:28][CH2:26][CH3:27])=[O:34])=[CH:20][CH:21]=1)([O-:15])=[O:14]. The yield is 0.740. (5) The reactants are [O:1]1[CH2:6][CH2:5][CH2:4][CH2:3][CH:2]1[N:7]1[C:11]2=[N:12][CH:13]=[N:14][C:15]([O:16][C:17]3[CH:22]=[CH:21][C:20]([NH2:23])=[CH:19][CH:18]=3)=[C:10]2[CH:9]=[N:8]1.[F:24][C:25]1[CH:30]=[CH:29][C:28]([NH:31][C:32]([C:34]2([C:37](O)=[O:38])[CH2:36][CH2:35]2)=[O:33])=[CH:27][CH:26]=1.CN(C(ON1N=NC2C=CC=NC1=2)=[N+](C)C)C.F[P-](F)(F)(F)(F)F.C(N(CC)CC)C. The catalyst is C(OCC)(=O)C.CN(C=O)C. The product is [F:24][C:25]1[CH:26]=[CH:27][C:28]([NH:31][C:32]([C:34]2([C:37]([NH:23][C:20]3[CH:21]=[CH:22][C:17]([O:16][C:15]4[N:14]=[CH:13][N:12]=[C:11]5[N:7]([CH:2]6[CH2:3][CH2:4][CH2:5][CH2:6][O:1]6)[N:8]=[CH:9][C:10]=45)=[CH:18][CH:19]=3)=[O:38])[CH2:36][CH2:35]2)=[O:33])=[CH:29][CH:30]=1. The yield is 0.950. (6) The reactants are N(C(OC(C)C)=O)=NC(OC(C)C)=O.[CH3:15][C:16]1[C:20]([N+:21]([O-:23])=[O:22])=[C:19]([CH3:24])[NH:18][N:17]=1.C1(P(C2C=CC=CC=2)C2C=CC=CC=2)C=CC=CC=1.[CH3:44][N:45]1[CH2:50][CH2:49][CH:48](O)[CH2:47][CH2:46]1. The catalyst is C1COCC1. The product is [CH3:15][C:16]1[C:20]([N+:21]([O-:23])=[O:22])=[C:19]([CH3:24])[N:18]([CH:48]2[CH2:49][CH2:50][N:45]([CH3:44])[CH2:46][CH2:47]2)[N:17]=1. The yield is 0.800.